Task: Regression. Given a peptide amino acid sequence and an MHC pseudo amino acid sequence, predict their binding affinity value. This is MHC class II binding data.. Dataset: Peptide-MHC class II binding affinity with 134,281 pairs from IEDB (1) The peptide sequence is QSAVVCGRRHSVRIR. The MHC is HLA-DQA10301-DQB10302 with pseudo-sequence HLA-DQA10301-DQB10302. The binding affinity (normalized) is 0. (2) The peptide sequence is AAATAGTTVYGAFAS. The MHC is HLA-DPA10103-DPB10401 with pseudo-sequence HLA-DPA10103-DPB10401. The binding affinity (normalized) is 0. (3) The binding affinity (normalized) is 0.297. The MHC is DRB1_1201 with pseudo-sequence DRB1_1201. The peptide sequence is FNDIIHSIINMDADV. (4) The peptide sequence is ILTVSVAVSEGKPTE. The MHC is DRB1_1101 with pseudo-sequence DRB1_1101. The binding affinity (normalized) is 0.219.